Task: Predict the reactants needed to synthesize the given product.. Dataset: Full USPTO retrosynthesis dataset with 1.9M reactions from patents (1976-2016) (1) Given the product [CH3:19][O:18][C:17](=[O:20])[NH:16][CH2:15][CH2:14][CH2:13][N:4]1[C:5]2=[N:6][C:7]([CH3:11])=[CH:8][CH:9]=[C:10]2[C:2]([I:1])=[N:3]1, predict the reactants needed to synthesize it. The reactants are: [I:1][C:2]1[C:10]2[C:5](=[N:6][C:7]([CH3:11])=[CH:8][CH:9]=2)[NH:4][N:3]=1.Br[CH2:13][CH2:14][CH2:15][NH:16][C:17](=[O:20])[O:18][CH3:19]. (2) The reactants are: C(Cl)(=O)C(Cl)=O.[CH2:7]([N:9]([CH2:29][CH3:30])[CH2:10][CH2:11][N:12]([CH2:26][CH2:27]O)[C:13](=[O:25])[CH2:14][CH2:15][O:16][CH2:17][CH2:18][C:19]1[CH:24]=[CH:23][CH:22]=[CH:21][CH:20]=1)[CH3:8].Cl.[NH2:32][CH2:33][CH2:34][C:35]1[C:43]2[S:42][C:41](=[O:44])[NH:40][C:39]=2[C:38]([OH:45])=[CH:37][CH:36]=1.C([BH3-])#N.[Na+].N. Given the product [CH2:7]([N:9]([CH2:29][CH3:30])[CH2:10][CH2:11][N:12]([CH2:26][CH2:27][NH:32][CH2:33][CH2:34][C:35]1[C:43]2[S:42][C:41](=[O:44])[NH:40][C:39]=2[C:38]([OH:45])=[CH:37][CH:36]=1)[C:13](=[O:25])[CH2:14][CH2:15][O:16][CH2:17][CH2:18][C:19]1[CH:24]=[CH:23][CH:22]=[CH:21][CH:20]=1)[CH3:8], predict the reactants needed to synthesize it. (3) Given the product [CH2:1]([O:3][C:4]([N:6]1[CH2:7][CH2:8][N:9]([CH2:12][C:13]2[CH:17]=[C:16]([C:32]3[CH:33]=[C:34]([CH3:38])[CH:35]=[CH:36][CH:37]=3)[O:15][N:14]=2)[CH2:10][CH2:11]1)=[O:5])[CH3:2], predict the reactants needed to synthesize it. The reactants are: [CH2:1]([O:3][C:4]([N:6]1[CH2:11][CH2:10][N:9]([CH2:12][C:13]2[CH:17]=[C:16]([Sn](CCCC)(CCCC)CCCC)[O:15][N:14]=2)[CH2:8][CH2:7]1)=[O:5])[CH3:2].I[C:32]1[CH:33]=[C:34]([CH3:38])[CH:35]=[CH:36][CH:37]=1. (4) Given the product [N:15]1([CH2:2][CH2:3][CH2:4][C:5]2[C:13]3[CH2:12][CH2:11][CH2:10][CH2:9][C:8]=3[NH:7][CH:6]=2)[CH2:20][CH2:19][NH:18][CH2:17][CH2:16]1, predict the reactants needed to synthesize it. The reactants are: O=[C:2]([N:15]1[CH2:20][CH2:19][NH:18][CH2:17][CH2:16]1)[CH2:3][CH2:4][C:5]1[C:13]2[C:12](=O)[CH2:11][CH2:10][CH2:9][C:8]=2[NH:7][CH:6]=1.[H-].[Al+3].[Li+].[H-].[H-].[H-].ClCCl.CO.N. (5) Given the product [NH2:1][C:2]([C:4]1[CH:5]=[N:6][C:7]2[C:12]([C:13]=1[NH:14][C:15]1[CH:16]=[C:17]([CH:23]=[CH:24][CH:25]=1)[C:18]([OH:20])=[O:19])=[CH:11][CH:10]=[C:9]([C:26]1[N:30]([CH3:31])[C:29]([Cl:32])=[N:28][CH:27]=1)[CH:8]=2)=[O:3], predict the reactants needed to synthesize it. The reactants are: [NH2:1][C:2]([C:4]1[CH:5]=[N:6][C:7]2[C:12]([C:13]=1[NH:14][C:15]1[CH:16]=[C:17]([CH:23]=[CH:24][CH:25]=1)[C:18]([O:20]CC)=[O:19])=[CH:11][CH:10]=[C:9]([C:26]1[N:30]([CH3:31])[C:29]([Cl:32])=[N:28][CH:27]=1)[CH:8]=2)=[O:3].[OH-].[Na+].